From a dataset of Forward reaction prediction with 1.9M reactions from USPTO patents (1976-2016). Predict the product of the given reaction. (1) Given the reactants [NH2:1][N:2]1[N:11]=[C:10]([S:12][C:13]2[CH:18]=[CH:17][N:16]=[CH:15][CH:14]=2)[C:9]2[C:4](=[CH:5][CH:6]=[CH:7][CH:8]=2)[C:3]1=[O:19].[Cl:20][C:21]1[CH:26]=[CH:25][C:24]([CH2:27][C:28](Cl)=[O:29])=[CH:23][CH:22]=1, predict the reaction product. The product is: [Cl:20][C:21]1[CH:26]=[CH:25][C:24]([CH2:27][C:28]([NH:1][N:2]2[N:11]=[C:10]([S:12][C:13]3[CH:18]=[CH:17][N:16]=[CH:15][CH:14]=3)[C:9]3[C:4](=[CH:5][CH:6]=[CH:7][CH:8]=3)[C:3]2=[O:19])=[O:29])=[CH:23][CH:22]=1. (2) Given the reactants [O:1]1[C:5]2[CH:6]=[CH:7][C:8]([C:10]3[S:11][CH:12]=[C:13]([C:15]([OH:17])=O)[N:14]=3)=[CH:9][C:4]=2[CH2:3][CH2:2]1.[S:18]1[C:22]([NH2:23])=[N:21][CH:20]=[N:19]1.CN(C(ON1N=NC2C=CC=CC1=2)=[N+](C)C)C.F[P-](F)(F)(F)(F)F.CCN(C(C)C)C(C)C, predict the reaction product. The product is: [O:1]1[C:5]2[CH:6]=[CH:7][C:8]([C:10]3[S:11][CH:12]=[C:13]([C:15]([NH:23][C:22]4[S:18][N:19]=[CH:20][N:21]=4)=[O:17])[N:14]=3)=[CH:9][C:4]=2[CH2:3][CH2:2]1. (3) Given the reactants [CH3:1][O:2][C:3]1[CH:4]=[C:5]2[C:10](=[CH:11][CH:12]=1)[C:9](=[O:13])[CH2:8][CH2:7][CH2:6]2.[N+:14]([O-])([OH:16])=[O:15].C(O)(=O)C, predict the reaction product. The product is: [CH3:1][O:2][C:3]1[CH:4]=[C:5]2[C:10](=[CH:11][C:12]=1[N+:14]([O-:16])=[O:15])[C:9](=[O:13])[CH2:8][CH2:7][CH2:6]2. (4) Given the reactants CC1[CH:7]=[CH:6][N:5]=[C:4]([CH:8]2[CH2:11][N:10]([C:12]([O:14][C:15]([CH3:18])([CH3:17])[CH3:16])=[O:13])[CH2:9]2)[CH:3]=1.IC1C=NC=C[N:21]=1, predict the reaction product. The product is: [N:5]1[CH:6]=[CH:7][N:21]=[CH:3][C:4]=1[CH:8]1[CH2:9][N:10]([C:12]([O:14][C:15]([CH3:16])([CH3:17])[CH3:18])=[O:13])[CH2:11]1. (5) Given the reactants C(OC(=O)[NH:7][CH2:8][C:9]1[CH:36]=[CH:35][C:12]2[N:13]([CH2:30][CH2:31][CH2:32][CH2:33][F:34])[C:14]([CH2:16][N:17]3[C:26]4[C:21](=[CH:22][CH:23]=[CH:24][CH:25]=4)[C:20]([O:27][CH3:28])=[CH:19][C:18]3=[O:29])=[N:15][C:11]=2[CH:10]=1)(C)(C)C.C(O)(C(F)(F)F)=O.C(Cl)(=O)C, predict the reaction product. The product is: [NH2:7][CH2:8][C:9]1[CH:36]=[CH:35][C:12]2[N:13]([CH2:30][CH2:31][CH2:32][CH2:33][F:34])[C:14]([CH2:16][N:17]3[C:26]4[C:21](=[CH:22][CH:23]=[CH:24][CH:25]=4)[C:20]([O:27][CH3:28])=[CH:19][C:18]3=[O:29])=[N:15][C:11]=2[CH:10]=1. (6) Given the reactants [CH2:1]([O:8][C:9]1[CH:14]=[CH:13][C:12]([I:15])=[CH:11][C:10]=1[CH2:16]Br)[C:2]1[CH:7]=[CH:6][CH:5]=[CH:4][CH:3]=1.[C:18]([O:22][C:23]([NH:25][CH:26]([C:32]([O:34][CH2:35][CH3:36])=[O:33])[C:27]([O:29][CH2:30][CH3:31])=[O:28])=[O:24])([CH3:21])([CH3:20])[CH3:19].[O-]CC.[Na+], predict the reaction product. The product is: [CH2:1]([O:8][C:9]1[CH:14]=[CH:13][C:12]([I:15])=[CH:11][C:10]=1[CH2:16][C:26]([NH:25][C:23]([O:22][C:18]([CH3:20])([CH3:19])[CH3:21])=[O:24])([C:27]([O:29][CH2:30][CH3:31])=[O:28])[C:32]([O:34][CH2:35][CH3:36])=[O:33])[C:2]1[CH:7]=[CH:6][CH:5]=[CH:4][CH:3]=1. (7) Given the reactants Br[C:2]1[N:6]2[CH:7]=[CH:8][C:9]([C:11]([CH3:21])([O:13][Si:14]([CH2:19][CH3:20])([CH2:17][CH3:18])[CH2:15][CH3:16])[CH3:12])=[N:10][C:5]2=[N:4][CH:3]=1.C([Mg]Cl)(C)C.[CH2:27]([Sn:31](Cl)([CH2:36][CH2:37][CH2:38][CH3:39])[CH2:32][CH2:33][CH2:34][CH3:35])[CH2:28][CH2:29][CH3:30], predict the reaction product. The product is: [CH3:12][C:11]([C:9]1[CH:8]=[CH:7][N:6]2[C:2]([Sn:31]([CH2:32][CH2:33][CH2:34][CH3:35])([CH2:36][CH2:37][CH2:38][CH3:39])[CH2:27][CH2:28][CH2:29][CH3:30])=[CH:3][N:4]=[C:5]2[N:10]=1)([O:13][Si:14]([CH2:19][CH3:20])([CH2:17][CH3:18])[CH2:15][CH3:16])[CH3:21].